Task: Predict the product of the given reaction.. Dataset: Forward reaction prediction with 1.9M reactions from USPTO patents (1976-2016) (1) Given the reactants [C:1]1([CH2:11]CS([O-])(=O)=O)([CH2:5]CS([O-])(=O)=O)[CH2:4][CH2:3][CH2:2]1.C(=O)([O-])[O-].[K+].[K+].[CH3:23][C:24]1[CH:25]=[CH:26][C:27]([S:30]([NH2:33])(=[O:32])=[O:31])=[CH:28][CH:29]=1.C(OCC)(=O)C, predict the reaction product. The product is: [S:30]([N:33]1[CH2:5][C:1]2([CH2:2][CH2:3][CH2:4]2)[CH2:11]1)([C:27]1[CH:28]=[CH:29][C:24]([CH3:23])=[CH:25][CH:26]=1)(=[O:32])=[O:31]. (2) Given the reactants [CH3:1][O:2][C:3]1[CH:4]=[C:5]([CH:13]=[CH:14][C:15]=1[N+:16]([O-:18])=[O:17])[CH2:6][CH:7]=[CH:8][CH2:9][PH:10](=[O:12])[OH:11].I[CH2:20][CH3:21].C(=O)([O-])[O-].[K+].[K+], predict the reaction product. The product is: [CH3:1][O:2][C:3]1[CH:4]=[C:5]([CH:13]=[CH:14][C:15]=1[N+:16]([O-:18])=[O:17])[CH2:6][CH:7]=[CH:8][CH2:9][PH:10](=[O:11])[O:12][CH2:20][CH3:21]. (3) Given the reactants [Cl:1][C:2]1[CH:7]=[CH:6][C:5]([C:8]2([C:11]([OH:13])=O)[CH2:10][CH2:9]2)=[CH:4][CH:3]=1.[NH2:14][CH2:15][CH2:16][CH2:17][N:18]1[CH2:23][CH2:22][CH:21]([C:24]2[CH:25]=[C:26]([NH:30][C:31](=[O:33])[CH3:32])[CH:27]=[CH:28][CH:29]=2)[CH2:20][CH2:19]1, predict the reaction product. The product is: [C:31]([NH:30][C:26]1[CH:25]=[C:24]([CH:21]2[CH2:22][CH2:23][N:18]([CH2:17][CH2:16][CH2:15][NH:14][C:11]([C:8]3([C:5]4[CH:4]=[CH:3][C:2]([Cl:1])=[CH:7][CH:6]=4)[CH2:9][CH2:10]3)=[O:13])[CH2:19][CH2:20]2)[CH:29]=[CH:28][CH:27]=1)(=[O:33])[CH3:32]. (4) Given the reactants [Cl:1][C:2]1[CH:3]=[C:4]([NH:17][C:18]2[C:23](I)=[CH:22][N:21]=[CH:20][N:19]=2)[CH:5]=[CH:6][C:7]=1[O:8][CH2:9][C:10]1[CH:15]=[CH:14][CH:13]=[C:12]([F:16])[CH:11]=1.[C:25]([C:27]1[CH:35]=[C:34]2[C:30]([CH:31]=[CH:32][N:33]2[S:36]([C:39]2[CH:44]=[CH:43][C:42]([CH3:45])=[CH:41][CH:40]=2)(=[O:38])=[O:37])=[CH:29][CH:28]=1)#[CH:26].C(N(CC)CC)C, predict the reaction product. The product is: [Cl:1][C:2]1[CH:3]=[C:4]([NH:17][C:18]2[C:23]([C:26]#[C:25][C:27]3[CH:35]=[C:34]4[C:30]([CH:31]=[CH:32][N:33]4[S:36]([C:39]4[CH:44]=[CH:43][C:42]([CH3:45])=[CH:41][CH:40]=4)(=[O:38])=[O:37])=[CH:29][CH:28]=3)=[CH:22][N:21]=[CH:20][N:19]=2)[CH:5]=[CH:6][C:7]=1[O:8][CH2:9][C:10]1[CH:15]=[CH:14][CH:13]=[C:12]([F:16])[CH:11]=1.